Task: Predict the product of the given reaction.. Dataset: Forward reaction prediction with 1.9M reactions from USPTO patents (1976-2016) (1) The product is: [CH3:1][C:2]1[CH:10]=[CH:9][C:8]2[N:7](/[CH:19]=[CH:18]\[C:20]3[CH:21]=[N:22][CH:23]=[CH:24][CH:25]=3)[C:6]3[CH:11]4[CH2:12][CH2:13][N:14]([CH2:15][C:5]=3[C:4]=2[CH:3]=1)[CH2:16][CH2:17]4. Given the reactants [CH3:1][C:2]1[CH:10]=[CH:9][C:8]2[NH:7][C:6]3[CH:11]4[CH2:17][CH2:16][N:14]([CH2:15][C:5]=3[C:4]=2[CH:3]=1)[CH2:13][CH2:12]4.[C:18]([C:20]1[CH:21]=[N:22][CH:23]=[CH:24][CH:25]=1)#[CH:19], predict the reaction product. (2) Given the reactants [CH3:1][C:2]1[CH:7]=[CH:6][CH:5]=[C:4]([CH3:8])[C:3]=1[CH2:9][S:10](Cl)(=[O:12])=[O:11].CC(C)=O.[OH-].[NH4+:19], predict the reaction product. The product is: [CH3:1][C:2]1[CH:7]=[CH:6][CH:5]=[C:4]([CH3:8])[C:3]=1[CH2:9][S:10]([NH2:19])(=[O:12])=[O:11]. (3) Given the reactants C([O-])(=O)C.C([O:8][C@H:9]1[CH2:26][CH2:25][C@@:24]2([CH3:27])[C:11](=[CH:12][CH2:13][C@@H:14]3[C@@H:23]2[CH2:22][CH2:21][C@@:19]2([CH3:20])[C@H:15]3[CH2:16][CH:17]=[C:18]2[N:28]2[C:32]3[CH:33]=[CH:34][CH:35]=[CH:36][C:31]=3[N:30]=[CH:29]2)[CH2:10]1)(=O)C.[OH-].[K+], predict the reaction product. The product is: [OH:8][C@H:9]1[CH2:26][CH2:25][C@@:24]2([CH3:27])[C:11](=[CH:12][CH2:13][C@@H:14]3[C@@H:23]2[CH2:22][CH2:21][C@@:19]2([CH3:20])[C@H:15]3[CH2:16][CH:17]=[C:18]2[N:28]2[C:32]3[CH:33]=[CH:34][CH:35]=[CH:36][C:31]=3[N:30]=[CH:29]2)[CH2:10]1. (4) Given the reactants Br[C:2]1[CH:7]=[CH:6][CH:5]=[CH:4][C:3]=1[CH:8]1[C:17]([CH3:19])([CH3:18])[CH2:16][C:15]2[C:10](=[CH:11][CH:12]=[C:13]([C:20]([OH:22])=[O:21])[CH:14]=2)[NH:9]1.[CH3:23][C:24]([C:27]([OH:29])=[O:28])([CH3:26])[NH2:25].C(=O)([O-])[O-].[K+].[K+], predict the reaction product. The product is: [C:27]([C:24]([NH:25][C:2]1[CH:7]=[CH:6][CH:5]=[CH:4][C:3]=1[CH:8]1[C:17]([CH3:19])([CH3:18])[CH2:16][C:15]2[C:10](=[CH:11][CH:12]=[C:13]([C:20]([OH:22])=[O:21])[CH:14]=2)[NH:9]1)([CH3:26])[CH3:23])([OH:29])=[O:28]. (5) Given the reactants [Cl:1][C:2]1[C:10]([Cl:11])=[CH:9][CH:8]=[CH:7][C:3]=1[C:4]([OH:6])=O.[N:12]1[CH:17]=[CH:16][C:15]([CH:18]([C:21]2[CH:22]=[CH:23][C:24]([C:27]([F:30])([F:29])[F:28])=[N:25][CH:26]=2)[CH2:19][NH2:20])=[CH:14][CH:13]=1, predict the reaction product. The product is: [Cl:1][C:2]1[C:10]([Cl:11])=[CH:9][CH:8]=[CH:7][C:3]=1[C:4]([NH:20][CH2:19][CH:18]([C:15]1[CH:14]=[CH:13][N:12]=[CH:17][CH:16]=1)[C:21]1[CH:22]=[CH:23][C:24]([C:27]([F:30])([F:28])[F:29])=[N:25][CH:26]=1)=[O:6]. (6) Given the reactants Br[CH:2]([C:9](=[O:14])[C:10]([CH3:13])([CH3:12])[CH3:11])[C:3](=O)[C:4]([CH3:7])([CH3:6])[CH3:5].[NH2:15][C:16]([NH2:18])=[S:17].C(=O)([O-])O.[Na+], predict the reaction product. The product is: [NH2:18][C:16]1[S:17][C:2]([C:9](=[O:14])[C:10]([CH3:13])([CH3:12])[CH3:11])=[C:3]([C:4]([CH3:7])([CH3:6])[CH3:5])[N:15]=1. (7) Given the reactants Cl[C:2]1[N:7]=[C:6]([O:8][CH3:9])[C:5]([N+:10]([O-:12])=[O:11])=[C:4]([O:13][CH3:14])[N:3]=1.C(N(CC)CC)C.[C:22]([O:26][C:27]([N:29]1[CH2:35][CH2:34][CH2:33][NH:32][CH2:31][CH2:30]1)=[O:28])([CH3:25])([CH3:24])[CH3:23], predict the reaction product. The product is: [C:22]([O:26][C:27]([N:29]1[CH2:35][CH2:34][CH2:33][N:32]([C:2]2[N:7]=[C:6]([O:8][CH3:9])[C:5]([N+:10]([O-:12])=[O:11])=[C:4]([O:13][CH3:14])[N:3]=2)[CH2:31][CH2:30]1)=[O:28])([CH3:25])([CH3:23])[CH3:24]. (8) Given the reactants Br[C:2]1[CH:7]=[CH:6][C:5]([C:8]23[CH2:14][CH:12]([CH2:13]2)[O:11][C:10](=[O:15])[NH:9]3)=[CH:4][CH:3]=1.[Li]CCCC.CON(C)[C:24](=[O:32])[CH2:25][C:26]1[CH:31]=[CH:30][CH:29]=[CH:28][CH:27]=1, predict the reaction product. The product is: [C:26]1([CH2:25][C:24]([C:2]2[CH:7]=[CH:6][C:5]([C:8]34[CH2:14][CH:12]([CH2:13]3)[O:11][C:10](=[O:15])[NH:9]4)=[CH:4][CH:3]=2)=[O:32])[CH:31]=[CH:30][CH:29]=[CH:28][CH:27]=1. (9) Given the reactants [C:1]([O:5][C:6](=[O:26])[CH2:7][CH2:8][N:9]([C:15]1[CH:20]=[CH:19][C:18]([C:21]([F:24])([F:23])[F:22])=[C:17]([Cl:25])[CH:16]=1)[CH2:10][C:11](OC)=[O:12])([CH3:4])([CH3:3])[CH3:2].[Li+].[BH4-], predict the reaction product. The product is: [C:1]([O:5][C:6](=[O:26])[CH2:7][CH2:8][N:9]([C:15]1[CH:20]=[CH:19][C:18]([C:21]([F:23])([F:24])[F:22])=[C:17]([Cl:25])[CH:16]=1)[CH2:10][CH2:11][OH:12])([CH3:4])([CH3:2])[CH3:3].